This data is from Forward reaction prediction with 1.9M reactions from USPTO patents (1976-2016). The task is: Predict the product of the given reaction. (1) Given the reactants Cl.[NH2:2][C:3]1[N:32]=[C:6]2[N:7]([C:22]3[CH:27]=[CH:26][CH:25]=[C:24]([C:28]([F:31])([F:30])[F:29])[CH:23]=3)[C:8]([CH3:21])=[C:9]([C:19]#[N:20])[C@@H:10]([C:11]3[CH:16]=[CH:15][C:14]([C:17]#[N:18])=[CH:13][CH:12]=3)[N:5]2[N:4]=1.[C:33]([O:36][CH2:37][C:38](Cl)=[O:39])(=[O:35])[CH3:34], predict the reaction product. The product is: [C:33]([O:36][CH2:37][C:38]([NH:2][C:3]1[N:32]=[C:6]2[N:7]([C:22]3[CH:27]=[CH:26][CH:25]=[C:24]([C:28]([F:29])([F:31])[F:30])[CH:23]=3)[C:8]([CH3:21])=[C:9]([C:19]#[N:20])[C@@H:10]([C:11]3[CH:16]=[CH:15][C:14]([C:17]#[N:18])=[CH:13][CH:12]=3)[N:5]2[N:4]=1)=[O:39])(=[O:35])[CH3:34]. (2) Given the reactants [Cl:1][C:2]1[N:7]=[CH:6][C:5]([NH2:8])=[C:4]([NH2:9])[CH:3]=1.[C:10](N1C=CN=C1)(N1C=CN=C1)=[S:11].C(N(CC)CC)C, predict the reaction product. The product is: [Cl:1][C:2]1[N:7]=[CH:6][C:5]2[NH:8][C:10](=[S:11])[NH:9][C:4]=2[CH:3]=1.